Dataset: Full USPTO retrosynthesis dataset with 1.9M reactions from patents (1976-2016). Task: Predict the reactants needed to synthesize the given product. (1) Given the product [C:1]([O:5][C:6]([N:8]1[CH2:13][CH2:12][N:11]([C:14]2[C:19]([CH:30]3[CH2:32][CH2:31]3)=[CH:18][C:17]([CH3:21])=[CH:16][N:15]=2)[CH2:10][CH2:9]1)=[O:7])([CH3:4])([CH3:3])[CH3:2], predict the reactants needed to synthesize it. The reactants are: [C:1]([O:5][C:6]([N:8]1[CH2:13][CH2:12][N:11]([C:14]2[C:19](Cl)=[CH:18][C:17]([CH3:21])=[CH:16][N:15]=2)[CH2:10][CH2:9]1)=[O:7])([CH3:4])([CH3:3])[CH3:2].P([O-])([O-])([O-])=O.[K+].[K+].[K+].[CH:30]1(B(O)O)[CH2:32][CH2:31]1.C1(C)C=CC=CC=1. (2) Given the product [CH3:1][C:2]1[CH:3]=[C:4]([CH:5]=[CH:6][CH:7]=1)[CH2:21][O:18][CH2:10][CH2:11][CH2:12][C:13]([OH:15])=[O:14], predict the reactants needed to synthesize it. The reactants are: [CH3:1][C:2]1[CH:3]=[C:4](O)[CH:5]=[CH:6][CH:7]=1.Br[CH2:10][CH2:11][CH2:12][C:13]([O:15]CC)=[O:14].[OH-:18].[K+].Cl.[CH3:21]S(C)=O.